This data is from Reaction yield outcomes from USPTO patents with 853,638 reactions. The task is: Predict the reaction yield, written as a fraction of the theoretical maximum amount of product (1.0 means a 100% yield; for example, 0.34 means a 34% yield). (1) The reactants are C(=O)([O-])[O-].[Cs+].[Cs+].[CH3:7][C:8]1([CH3:45])[CH2:13][N:12]([C:14]2[CH:19]=[C:18]([F:20])[CH:17]=[CH:16][C:15]=2[CH3:21])[C:11](=[O:22])[CH2:10][N:9]1[CH2:23][C@H:24]([NH:32]S(C1C=CC=CC=1[N+]([O-])=O)(=O)=O)[C@@H:25]1[CH2:29][C@@H:28]([CH3:30])[C:27](=[O:31])[O:26]1.C1(S)C=CC=CC=1.C(=O)(O)[O-].[Na+].[C:58](OC(OC(C)(C)C)=O)([O:60][C:61]([CH3:64])([CH3:63])[CH3:62])=[O:59].N[C@H]([C@@H]1C[C@@H](C)C(=O)O1)CN1C(C)(C)CN(C2C=C(F)C=CC=2C)C(=O)C1. The catalyst is C(#N)C.[Cl-].[Na+].O.C(OCC)(=O)C.O. The product is [C:61]([O:60][C:58](=[O:59])[NH:32][C@H:24]([C@@H:25]1[CH2:29][C@@H:28]([CH3:30])[C:27](=[O:31])[O:26]1)[CH2:23][N:9]1[CH2:10][C:11](=[O:22])[N:12]([C:14]2[CH:19]=[C:18]([F:20])[CH:17]=[CH:16][C:15]=2[CH3:21])[CH2:13][C:8]1([CH3:7])[CH3:45])([CH3:64])([CH3:63])[CH3:62]. The yield is 0.820. (2) The reactants are P(Cl)(Cl)([Cl:3])=O.[CH2:6]([O:8][C:9]([C:11]1[C:16](O)=[C:15]([CH3:18])[C:14](=[O:19])[N:13]([CH3:20])[C:12]=1[CH3:21])=[O:10])[CH3:7]. No catalyst specified. The product is [CH2:6]([O:8][C:9]([C:11]1[C:16]([Cl:3])=[C:15]([CH3:18])[C:14](=[O:19])[N:13]([CH3:20])[C:12]=1[CH3:21])=[O:10])[CH3:7]. The yield is 0.890. (3) The reactants are [Br:1][C:2]1[C:13]([O:14][CH3:15])=[CH:12][CH:11]=[CH:10][C:3]=1[C:4](N(OC)C)=[O:5].[CH3:16][Mg]Br.C(OCC)(=O)C.Cl. The catalyst is O1CCCC1. The product is [Br:1][C:2]1[C:13]([O:14][CH3:15])=[CH:12][CH:11]=[CH:10][C:3]=1[C:4](=[O:5])[CH3:16]. The yield is 0.900.